Dataset: Reaction yield outcomes from USPTO patents with 853,638 reactions. Task: Predict the reaction yield, written as a fraction of the theoretical maximum amount of product (1.0 means a 100% yield; for example, 0.34 means a 34% yield). The reactants are O=[O+][O-].[CH3:4][C:5]([S@:8]([N:10]=[CH:11][C:12]1[CH:17]=[CH:16][C:15]([O:18][CH2:19][C:20]([F:23])([F:22])[F:21])=[CH:14][N:13]=1)=[O:9])([CH3:7])[CH3:6].ClCCl.[BH4-].[Na+].[CH3:29][OH:30]. No catalyst specified. The product is [OH:30][CH2:29][C@@H:11]([NH:10][S:8]([C:5]([CH3:4])([CH3:6])[CH3:7])=[O:9])[C:12]1[CH:17]=[CH:16][C:15]([O:18][CH2:19][C:20]([F:23])([F:21])[F:22])=[CH:14][N:13]=1. The yield is 0.616.